Predict which catalyst facilitates the given reaction. From a dataset of Catalyst prediction with 721,799 reactions and 888 catalyst types from USPTO. (1) Reactant: [CH3:1][O:2][C:3]1[C:4]([O:27][CH2:28][CH2:29][CH2:30][O:31][CH3:32])=[CH:5][C:6]2[CH2:15][CH:14]([C:16]3([CH3:19])[CH2:18][CH2:17]3)[N:13]3[C:8](=[CH:9][C:10](=[O:25])[C:11]([C:20]([O:22]CC)=[O:21])=[CH:12]3)[C:7]=2[CH:26]=1.O[Li].O.Cl. Product: [CH3:1][O:2][C:3]1[C:4]([O:27][CH2:28][CH2:29][CH2:30][O:31][CH3:32])=[CH:5][C:6]2[CH2:15][CH:14]([C:16]3([CH3:19])[CH2:18][CH2:17]3)[N:13]3[C:8](=[CH:9][C:10](=[O:25])[C:11]([C:20]([OH:22])=[O:21])=[CH:12]3)[C:7]=2[CH:26]=1. The catalyst class is: 24. (2) Product: [Si:3]([O:10][CH2:11][CH2:12][NH:13][C:14]1[CH:19]=[CH:18][C:17]([NH:20][C:21]([C:23]2[NH:27][CH:26]=[N:25][C:24]=2[C:28]([OH:30])=[O:29])=[O:22])=[CH:16][CH:15]=1)([C:6]([CH3:9])([CH3:7])[CH3:8])([CH3:5])[CH3:4]. The catalyst class is: 20. Reactant: [OH-].[Li+].[Si:3]([O:10][CH2:11][CH2:12][NH:13][C:14]1[CH:19]=[CH:18][C:17]([NH:20][C:21]([C:23]2[NH:27][CH:26]=[N:25][C:24]=2[C:28]([O:30]C2C=CC=CC=2)=[O:29])=[O:22])=[CH:16][CH:15]=1)([C:6]([CH3:9])([CH3:8])[CH3:7])([CH3:5])[CH3:4]. (3) Reactant: [N+]([O-])([O-])=O.[NH4+].[Ce].COC1C=CC(C[N:14]2[CH2:19][CH2:18][CH2:17][C@@H:16]([CH3:20])[C@H:15]2[CH2:21][NH:22][C:23]([C:25]2[CH:26]=[CH:27][CH:28]=[C:29]3[C:34]=2[N:33]=[CH:32][CH:31]=[CH:30]3)=[O:24])=CC=1.C([O-])(O)=O.[Na+].C[C@@H]1CCCN[C@@H]1CNC(C1C=CC=C2C=1N=CC=C2)=O.COC1C=CC(C=O)=CC=1. Product: [CH3:20][C@@H:16]1[CH2:17][CH2:18][CH2:19][NH:14][C@@H:15]1[CH2:21][NH:22][C:23]([C:25]1[CH:26]=[CH:27][CH:28]=[C:29]2[C:34]=1[N:33]=[CH:32][CH:31]=[CH:30]2)=[O:24]. The catalyst class is: 95.